This data is from Full USPTO retrosynthesis dataset with 1.9M reactions from patents (1976-2016). The task is: Predict the reactants needed to synthesize the given product. Given the product [Cl:24][C:21]1[CH:20]=[CH:19][C:18]([S:17][C:16]2[C:12]([C:9]3[CH:10]=[CH:11][C:6]([C:5]4[O:31][CH2:2][CH2:3][N:4]=4)=[CH:7][CH:8]=3)=[N:13][N:14]([C:25]3[CH:30]=[CH:29][CH:28]=[CH:27][CH:26]=3)[CH:15]=2)=[CH:23][CH:22]=1, predict the reactants needed to synthesize it. The reactants are: Cl[CH2:2][CH2:3][NH:4][C:5](=[O:31])[C:6]1[CH:11]=[CH:10][C:9]([C:12]2[C:16]([S:17][C:18]3[CH:23]=[CH:22][C:21]([Cl:24])=[CH:20][CH:19]=3)=[CH:15][N:14]([C:25]3[CH:30]=[CH:29][CH:28]=[CH:27][CH:26]=3)[N:13]=2)=[CH:8][CH:7]=1.[OH-].[K+].